From a dataset of Full USPTO retrosynthesis dataset with 1.9M reactions from patents (1976-2016). Predict the reactants needed to synthesize the given product. (1) Given the product [Cl:1][CH2:2][CH2:3][CH2:4][S:5]([O:8][CH2:9][C:10]([CH3:24])([CH3:25])[C@@H:11]([O:23][C:28](=[O:29])[CH:27]([CH3:31])[CH3:26])[C:12]([O:14][CH2:15][CH2:16][O:17][C:18]([O:20][CH2:21][CH3:22])=[O:19])=[O:13])(=[O:7])=[O:6], predict the reactants needed to synthesize it. The reactants are: [Cl:1][CH2:2][CH2:3][CH2:4][S:5]([O:8][CH2:9][C:10]([CH3:25])([CH3:24])[C@@H:11]([OH:23])[C:12]([O:14][CH2:15][CH2:16][O:17][C:18]([O:20][CH2:21][CH3:22])=[O:19])=[O:13])(=[O:7])=[O:6].[CH3:26][CH:27]([CH3:31])[C:28](Cl)=[O:29].N1C=CC=CC=1. (2) Given the product [CH3:24][C:19]1[CH:18]=[C:17]([NH:15][CH2:14][CH2:13][C:8]2[CH:9]=[CH:10][CH:11]=[CH:12][N:7]=2)[CH:22]=[CH:21][C:20]=1[CH3:23], predict the reactants needed to synthesize it. The reactants are: C(=O)([O-])[O-].[Cs+].[Cs+].[N:7]1[CH:12]=[CH:11][CH:10]=[CH:9][C:8]=1[CH2:13][CH2:14][NH2:15].I[C:17]1[CH:18]=[C:19]([CH3:24])[C:20]([CH3:23])=[CH:21][CH:22]=1.C(C1CCCCC1=O)(=O)C. (3) Given the product [NH:11]1[CH2:15][CH2:14][N:13]=[C:12]1[CH2:16][CH:17]([C:24]1[CH:25]=[C:26]([CH2:1][CH2:2][CH2:3][CH2:4][CH2:8][NH2:9])[CH:27]=[CH:28][CH:29]=1)[C:18]1[CH:23]=[CH:22][CH:21]=[CH:20][N:19]=1, predict the reactants needed to synthesize it. The reactants are: [CH:1](=O)[CH2:2][CH2:3][CH2:4]C.[BH3-][C:8]#[N:9].[Na+].[NH:11]1[CH2:15][CH2:14][N:13]=[C:12]1[CH2:16][CH:17]([C:24]1[CH:25]=[C:26](N)[CH:27]=[CH:28][CH:29]=1)[C:18]1[CH:23]=[CH:22][CH:21]=[CH:20][N:19]=1.N#N. (4) Given the product [CH2:13]([O:15][C:16](=[O:35])[CH2:17][C:18]1[CH:19]=[C:20]([C:2]2[CH:9]=[CH:8][C:7]([N+:10]([O-:12])=[O:11])=[CH:6][C:3]=2[CH:4]=[O:5])[C:21]([O:24][CH3:25])=[CH:22][CH:23]=1)[CH3:14], predict the reactants needed to synthesize it. The reactants are: Br[C:2]1[CH:9]=[CH:8][C:7]([N+:10]([O-:12])=[O:11])=[CH:6][C:3]=1[CH:4]=[O:5].[CH2:13]([O:15][C:16](=[O:35])[CH2:17][C:18]1[CH:23]=[CH:22][C:21]([O:24][CH3:25])=[C:20](B2OC(C)(C)C(C)(C)O2)[CH:19]=1)[CH3:14]. (5) Given the product [F:28][C:25]([F:26])([F:27])[C:22]1[N:21]=[CH:20][C:19]([C@H:17]([NH:16][C:15]2[C:10]3[CH2:9][NH:8][CH2:30][CH2:29][C:11]=3[N:12]=[CH:13][N:14]=2)[CH3:18])=[CH:24][CH:23]=1, predict the reactants needed to synthesize it. The reactants are: C([N:8]1[CH2:30][CH2:29][C:11]2[N:12]=[CH:13][N:14]=[C:15]([NH:16][C@@H:17]([C:19]3[CH:20]=[N:21][C:22]([C:25]([F:28])([F:27])[F:26])=[CH:23][CH:24]=3)[CH3:18])[C:10]=2[CH2:9]1)C1C=CC=CC=1.